The task is: Predict the product of the given reaction.. This data is from Forward reaction prediction with 1.9M reactions from USPTO patents (1976-2016). (1) Given the reactants FC(F)(F)C(O)=O.[O:8]=[C:9]([CH2:18][C:19](=[O:25])[CH2:20][CH2:21][CH2:22][CH2:23][CH3:24])[CH2:10][C:11]([O:13]C(C)(C)C)=O.C(=O)([O-])[O-].[K+].[K+], predict the reaction product. The product is: [OH:13][C:11]1[CH:25]=[C:19]([CH2:20][CH2:21][CH2:22][CH2:23][CH3:24])[O:18][C:9](=[O:8])[CH:10]=1. (2) Given the reactants [F:1][C:2]1[CH:7]=[C:6]([C:8]([F:11])([F:10])[F:9])[CH:5]=[CH:4][C:3]=1[CH2:12][C:13]#[N:14].[N:15]([C:18]1[CH:23]=[CH:22][C:21]([S:24]([NH2:27])(=[O:26])=[O:25])=[CH:20][CH:19]=1)=[N+:16]=[N-:17].C[O-].[Na+], predict the reaction product. The product is: [NH2:14][C:13]1[N:15]([C:18]2[CH:19]=[CH:20][C:21]([S:24]([NH2:27])(=[O:25])=[O:26])=[CH:22][CH:23]=2)[N:16]=[N:17][C:12]=1[C:3]1[CH:4]=[CH:5][C:6]([C:8]([F:10])([F:11])[F:9])=[CH:7][C:2]=1[F:1].